From a dataset of NCI-60 drug combinations with 297,098 pairs across 59 cell lines. Regression. Given two drug SMILES strings and cell line genomic features, predict the synergy score measuring deviation from expected non-interaction effect. (1) Drug 1: CNC(=O)C1=NC=CC(=C1)OC2=CC=C(C=C2)NC(=O)NC3=CC(=C(C=C3)Cl)C(F)(F)F. Drug 2: B(C(CC(C)C)NC(=O)C(CC1=CC=CC=C1)NC(=O)C2=NC=CN=C2)(O)O. Cell line: SR. Synergy scores: CSS=25.2, Synergy_ZIP=6.67, Synergy_Bliss=11.6, Synergy_Loewe=-48.4, Synergy_HSA=7.12. (2) Drug 1: C1CCN(CC1)CCOC2=CC=C(C=C2)C(=O)C3=C(SC4=C3C=CC(=C4)O)C5=CC=C(C=C5)O. Drug 2: CC(CN1CC(=O)NC(=O)C1)N2CC(=O)NC(=O)C2. Cell line: NCI-H226. Synergy scores: CSS=9.45, Synergy_ZIP=-2.28, Synergy_Bliss=-1.06, Synergy_Loewe=-4.33, Synergy_HSA=-4.44. (3) Drug 1: C1CN1C2=NC(=NC(=N2)N3CC3)N4CC4. Drug 2: C1CN(P(=O)(OC1)NCCCl)CCCl. Cell line: SF-539. Synergy scores: CSS=56.1, Synergy_ZIP=-6.33, Synergy_Bliss=-11.4, Synergy_Loewe=-53.5, Synergy_HSA=-9.82. (4) Drug 1: CC1=C(C(=CC=C1)Cl)NC(=O)C2=CN=C(S2)NC3=CC(=NC(=N3)C)N4CCN(CC4)CCO. Drug 2: CC(C)NC(=O)C1=CC=C(C=C1)CNNC.Cl. Cell line: MCF7. Synergy scores: CSS=1.09, Synergy_ZIP=-0.770, Synergy_Bliss=-2.36, Synergy_Loewe=-0.336, Synergy_HSA=-1.86. (5) Cell line: HCT-15. Synergy scores: CSS=11.3, Synergy_ZIP=-10.3, Synergy_Bliss=-2.54, Synergy_Loewe=-2.75, Synergy_HSA=-2.37. Drug 1: C1=CC(=CC=C1CCCC(=O)O)N(CCCl)CCCl. Drug 2: B(C(CC(C)C)NC(=O)C(CC1=CC=CC=C1)NC(=O)C2=NC=CN=C2)(O)O. (6) Drug 1: C1CCC(C1)C(CC#N)N2C=C(C=N2)C3=C4C=CNC4=NC=N3. Drug 2: CS(=O)(=O)CCNCC1=CC=C(O1)C2=CC3=C(C=C2)N=CN=C3NC4=CC(=C(C=C4)OCC5=CC(=CC=C5)F)Cl. Cell line: A549. Synergy scores: CSS=11.6, Synergy_ZIP=-6.39, Synergy_Bliss=-3.99, Synergy_Loewe=-3.62, Synergy_HSA=-2.87. (7) Drug 1: CS(=O)(=O)OCCCCOS(=O)(=O)C. Drug 2: CN(C(=O)NC(C=O)C(C(C(CO)O)O)O)N=O. Cell line: HS 578T. Synergy scores: CSS=11.5, Synergy_ZIP=2.33, Synergy_Bliss=-0.337, Synergy_Loewe=-4.27, Synergy_HSA=-1.37.